This data is from Reaction yield outcomes from USPTO patents with 853,638 reactions. The task is: Predict the reaction yield, written as a fraction of the theoretical maximum amount of product (1.0 means a 100% yield; for example, 0.34 means a 34% yield). (1) The reactants are [OH:1][C:2]1[CH:3]=[C:4]2[C:9](=[CH:10][CH:11]=1)[CH:8]=[C:7]([CH2:12][N:13]([CH3:29])[C:14]([C:16]1[C:20]3[CH:21]=[CH:22][CH:23]=[CH:24][C:19]=3[O:18][C:17]=1[CH2:25][CH2:26][CH2:27][CH3:28])=[O:15])[CH:6]=[CH:5]2.Br[CH2:31][C:32]#[N:33].C(=O)([O-])[O-].[K+].[K+]. The catalyst is CN(C=O)C.C(OCC)(=O)C. The product is [C:32]([CH2:31][O:1][C:2]1[CH:3]=[C:4]2[C:9](=[CH:10][CH:11]=1)[CH:8]=[C:7]([CH2:12][N:13]([CH3:29])[C:14]([C:16]1[C:20]3[CH:21]=[CH:22][CH:23]=[CH:24][C:19]=3[O:18][C:17]=1[CH2:25][CH2:26][CH2:27][CH3:28])=[O:15])[CH:6]=[CH:5]2)#[N:33]. The yield is 0.950. (2) The reactants are [Br:1][C:2]1[C:3]([CH3:11])=[C:4]([CH:8]=[CH:9][CH:10]=1)[C:5](O)=[O:6].O.O[N:14]1C2C=CC=CC=2N=N1.ClCCl.CN(C=O)C.Cl.CN(C)CCCN=C=NCC. The catalyst is C(OCC)(=O)C. The product is [Br:1][C:2]1[C:3]([CH3:11])=[C:4]([CH:8]=[CH:9][CH:10]=1)[C:5]([NH2:14])=[O:6]. The yield is 0.810. (3) The reactants are C1(C)C=CC(S([CH2:10][N+:11]#[C-:12])(=O)=O)=CC=1.[C:14]([O:19][CH2:20][CH3:21])(=[O:18])/[CH:15]=[CH:16]/[CH3:17].CC(C)([O-])C.[K+]. No catalyst specified. The product is [CH3:17][C:16]1[C:15]([C:14]([O:19][CH2:20][CH3:21])=[O:18])=[CH:10][NH:11][CH:12]=1. The yield is 0.710. (4) The reactants are [CH2:1]([N:8]1[C:16](=[O:17])[C:15]2[C:10](=[CH:11][CH:12]=[CH:13][CH:14]=2)[CH:9]1[O:18][CH2:19][C:20](O)=[O:21])[C:2]1[CH:7]=[CH:6][CH:5]=[CH:4][CH:3]=1.CN(C(O[N:31]1N=N[C:33]2[CH:34]=[CH:35][CH:36]=[N:37][C:32]1=2)=[N+](C)C)C.F[P-](F)(F)(F)(F)F.NC1C=CC=CN=1.[Cl-].[NH4+]. The catalyst is C1COCC1. The product is [CH2:1]([N:8]1[C:16](=[O:17])[C:15]2[C:10](=[CH:11][CH:12]=[CH:13][CH:14]=2)[CH:9]1[O:18][CH2:19][C:20]([NH:31][C:32]1[CH:33]=[CH:34][CH:35]=[CH:36][N:37]=1)=[O:21])[C:2]1[CH:3]=[CH:4][CH:5]=[CH:6][CH:7]=1. The yield is 0.630. (5) The product is [CH3:1][N:2]([CH3:7])[CH:3]1[CH2:6][N:5]([C:15]([O:16][C:17]([CH3:20])([CH3:19])[CH3:18])=[O:21])[CH2:4]1. The catalyst is C(Cl)Cl. The yield is 0.310. The reactants are [CH3:1][N:2]([CH3:7])[CH:3]1[CH2:6][NH:5][CH2:4]1.C(N(CC)CC)C.[C:15](=O)([O:21]C(OC(C)(C)C)=O)[O:16][C:17]([CH3:20])([CH3:19])[CH3:18]. (6) The reactants are Br[C:2]1[S:18][C:5]2[S:6][CH2:7][CH2:8][CH:9]([O:10][Si:11]([C:14]([CH3:17])([CH3:16])[CH3:15])([CH3:13])[CH3:12])[C:4]=2[CH:3]=1.C([Li])CCC.Cl[Sn:25]([CH2:34][CH2:35][CH2:36][CH3:37])([CH2:30][CH2:31][CH2:32][CH3:33])[CH2:26][CH2:27][CH2:28][CH3:29]. The catalyst is C1COCC1. The product is [C:14]([Si:11]([CH3:13])([CH3:12])[O:10][CH:9]1[CH2:8][CH2:7][S:6][C:5]2[S:18][C:2]([Sn:25]([CH2:30][CH2:31][CH2:32][CH3:33])([CH2:34][CH2:35][CH2:36][CH3:37])[CH2:26][CH2:27][CH2:28][CH3:29])=[CH:3][C:4]1=2)([CH3:17])([CH3:16])[CH3:15]. The yield is 1.00. (7) The reactants are [Cl:1][C:2]1[CH:11]=[C:10]([C:12]#[C:13][C:14]([CH3:17])([CH3:16])[CH3:15])[CH:9]=[CH:8][C:3]=1[C:4]([O:6]C)=[O:5].[OH-].[Na+].C1COCC1. The catalyst is CO. The product is [Cl:1][C:2]1[CH:11]=[C:10]([C:12]#[C:13][C:14]([CH3:17])([CH3:16])[CH3:15])[CH:9]=[CH:8][C:3]=1[C:4]([OH:6])=[O:5]. The yield is 0.980. (8) The reactants are [N:1]1([C:6]2[CH:13]=[CH:12][C:9]([C:10]#[N:11])=[CH:8][CH:7]=2)[CH:5]=[CH:4][N:3]=[N:2]1.[Li]C(C)(C)C.[Sn:19](Cl)([CH2:28][CH2:29][CH2:30][CH3:31])([CH2:24][CH2:25][CH2:26][CH3:27])[CH2:20][CH2:21][CH2:22][CH3:23]. The catalyst is C1COCC1. The product is [CH2:28]([Sn:19]([CH2:20][CH2:21][CH2:22][CH3:23])([CH2:24][CH2:25][CH2:26][CH3:27])[C:5]1[N:1]([C:6]2[CH:7]=[CH:8][C:9]([C:10]#[N:11])=[CH:12][CH:13]=2)[N:2]=[N:3][CH:4]=1)[CH2:29][CH2:30][CH3:31]. The yield is 0.430. (9) The reactants are [CH3:1][N:2]([CH3:15])[CH2:3][CH2:4][O:5][C:6]1[CH:11]=[N:10][C:9]([N+:12]([O-])=O)=[CH:8][N:7]=1. The catalyst is [Pd].CO. The product is [CH3:1][N:2]([CH3:15])[CH2:3][CH2:4][O:5][C:6]1[N:7]=[CH:8][C:9]([NH2:12])=[N:10][CH:11]=1. The yield is 0.900.